This data is from hERG potassium channel inhibition data for cardiac toxicity prediction from Karim et al.. The task is: Regression/Classification. Given a drug SMILES string, predict its toxicity properties. Task type varies by dataset: regression for continuous values (e.g., LD50, hERG inhibition percentage) or binary classification for toxic/non-toxic outcomes (e.g., AMES mutagenicity, cardiotoxicity, hepatotoxicity). Dataset: herg_karim. (1) The drug is CC(C)N1CCN(C(=O)c2ccc(CN3CCCCC3)cc2)CC1. The result is 0 (non-blocker). (2) The compound is CCC(=O)N1CCc2cc(OC)c(O)cc2C1. The result is 0 (non-blocker). (3) The molecule is O=C1CCc2cc(CCN3CCN(C(=O)Cc4ccc(-n5cnnn5)cc4)CC3)ccc21. The result is 1 (blocker). (4) The compound is COCc1ccc2c3nc(N4CCC[C@@H](N)C4)n(Cc4ccccc4Cl)c3c(=O)n(C)c2c1.Cl. The result is 1 (blocker). (5) The drug is O=C(NC[C@@H](O)CN1CCC(Oc2ccc(Cl)c(Cl)c2)CC1)n1c(=O)[nH]c2ccccc21. The result is 1 (blocker). (6) The compound is COc1cc(-c2cn([C@H]3C[C@@H](C(C)(C)C)CCN(CC45CC6CC(CC(C6)C4)C5)C3=O)nn2)ccc1-n1cnc(C)c1. The result is 1 (blocker). (7) The compound is Cc1csc([C@H](C)C2=C(CCN(C)C)Cc3ccccc32)n1. The result is 1 (blocker). (8) The molecule is N[C@@H](Cn1c(=O)ccc2ncc(F)cc21)[C@H]1CC[C@H](NCc2ccc3c(n2)NC(=O)CO3)CC1. The result is 0 (non-blocker). (9) The compound is NCC(O)COc1ccc2ncc(F)c(CCC34CCC(NCc5ccc6c(n5)NC(=O)CO6)(CC3)CO4)c2n1. The result is 1 (blocker).